Dataset: Reaction yield outcomes from USPTO patents with 853,638 reactions. Task: Predict the reaction yield, written as a fraction of the theoretical maximum amount of product (1.0 means a 100% yield; for example, 0.34 means a 34% yield). (1) The reactants are [Si:1]([O:8][CH2:9][C:10]1[N:11]([CH3:22])[C:12]2[C:17]([CH:18]=1)=[CH:16][C:15]([CH:19]=[O:20])=[C:14](Cl)[CH:13]=2)([C:4]([CH3:7])([CH3:6])[CH3:5])([CH3:3])[CH3:2].[B-](F)(F)(F)[C:24]([CH3:26])=[CH2:25].[K+].C([O-])([O-])=O.[K+].[K+].O1CCOCC1. The catalyst is CC([O-])=O.CC([O-])=O.[Pd+2].COC1C=CC=C(OC)C=1C1C=CC=CC=1P(C1CCCCC1)C1CCCCC1.O. The product is [Si:1]([O:8][CH2:9][C:10]1[N:11]([CH3:22])[C:12]2[C:17]([CH:18]=1)=[CH:16][C:15]([CH:19]=[O:20])=[C:14]([C:24]([CH3:26])=[CH2:25])[CH:13]=2)([C:4]([CH3:7])([CH3:6])[CH3:5])([CH3:3])[CH3:2]. The yield is 0.890. (2) The reactants are [CH3:1][C:2]1[NH:6][N:5]=[C:4]([C:7]([OH:9])=O)[N:3]=1.CCN=C=NCCCN(C)C.Cl.C1C=CC2N(O)N=NC=2C=1.[C:32]([C:36]1[CH:45]=[CH:44][C:39]([C:40](=[NH:43])[NH:41]O)=[CH:38][CH:37]=1)([CH3:35])([CH3:34])[CH3:33]. The catalyst is CN(C=O)C.O.CCOC(C)=O. The product is [C:32]([C:36]1[CH:45]=[CH:44][C:39]([C:40]2[N:41]=[C:7]([C:4]3[N:3]=[C:2]([CH3:1])[NH:6][N:5]=3)[O:9][N:43]=2)=[CH:38][CH:37]=1)([CH3:35])([CH3:33])[CH3:34]. The yield is 0.470.